This data is from Full USPTO retrosynthesis dataset with 1.9M reactions from patents (1976-2016). The task is: Predict the reactants needed to synthesize the given product. Given the product [NH2:26][C:9]1[N:10]=[CH:11][C:12]([NH:13][C:14]2[CH:19]=[CH:18][C:17]([C:20]3[CH:25]=[CH:24][CH:23]=[CH:22][CH:21]=3)=[CH:16][CH:15]=2)=[C:7]2[CH:6]=[C:5]([C:3]([NH2:28])=[O:2])[S:27][C:8]=12, predict the reactants needed to synthesize it. The reactants are: C[O:2][C:3]([C:5]1[S:27][C:8]2=[C:9]([NH2:26])[N:10]=[CH:11][C:12]([NH:13][C:14]3[CH:19]=[CH:18][C:17]([C:20]4[CH:25]=[CH:24][CH:23]=[CH:22][CH:21]=4)=[CH:16][CH:15]=3)=[C:7]2[CH:6]=1)=O.[NH3:28].CO.